From a dataset of Forward reaction prediction with 1.9M reactions from USPTO patents (1976-2016). Predict the product of the given reaction. The product is: [CH2:32]([C@H:35]1[CH2:39][CH2:38][C@H:37]([CH2:40][CH2:41][CH3:42])[N:36]1[C:17](=[O:19])[CH2:16][N:7]1[C:8]2[C:13](=[CH:12][CH:11]=[C:10]([O:14][CH3:15])[CH:9]=2)[C:5]([C:3](=[O:4])[C:2]([CH3:21])([CH3:1])[CH3:20])=[N:6]1)[CH2:33][CH3:34]. Given the reactants [CH3:1][C:2]([CH3:21])([CH3:20])[C:3]([C:5]1[C:13]2[C:8](=[CH:9][C:10]([O:14][CH3:15])=[CH:11][CH:12]=2)[N:7]([CH2:16][C:17]([OH:19])=O)[N:6]=1)=[O:4].C1C=CC2N(O)N=NC=2C=1.[CH2:32]([C@H:35]1[CH2:39][CH2:38][C@H:37]([CH2:40][CH2:41][CH3:42])[NH:36]1)[CH2:33][CH3:34].CCN(C(C)C)C(C)C, predict the reaction product.